From a dataset of Forward reaction prediction with 1.9M reactions from USPTO patents (1976-2016). Predict the product of the given reaction. (1) Given the reactants [C:1]1([C:7]([OH:20])([CH2:10][C:11]([C:14]2[CH:19]=[CH:18][CH:17]=[CH:16][CH:15]=2)([CH3:13])[CH3:12])[CH2:8][OH:9])[CH:6]=[CH:5][CH:4]=[CH:3][CH:2]=1.CS(C)=O, predict the reaction product. The product is: [C:1]1([C:7]([OH:20])([CH2:10][C:11]([C:14]2[CH:19]=[CH:18][CH:17]=[CH:16][CH:15]=2)([CH3:13])[CH3:12])[CH:8]=[O:9])[CH:2]=[CH:3][CH:4]=[CH:5][CH:6]=1. (2) Given the reactants [O:1]=[S:2]1(=[O:33])[CH2:7][CH2:6][CH2:5][CH2:4][C@:3]1([CH2:20][C:21]([O:23][CH2:24][C:25]1[CH:30]=[CH:29][C:28]([O:31][CH3:32])=[CH:27][CH:26]=1)=[O:22])[C:8]1[S:9][C:10]([C:13]2[CH:18]=[CH:17][C:16]([OH:19])=[CH:15][CH:14]=2)=[CH:11][CH:12]=1.I[CH2:35][CH2:36][CH2:37][CH3:38].C(=O)([O-])[O-].[K+].[K+], predict the reaction product. The product is: [CH2:35]([O:19][C:16]1[CH:15]=[CH:14][C:13]([C:10]2[S:9][C:8]([C@@:3]3([CH2:20][C:21]([O:23][CH2:24][C:25]4[CH:26]=[CH:27][C:28]([O:31][CH3:32])=[CH:29][CH:30]=4)=[O:22])[CH2:4][CH2:5][CH2:6][CH2:7][S:2]3(=[O:1])=[O:33])=[CH:12][CH:11]=2)=[CH:18][CH:17]=1)[CH2:36][CH2:37][CH3:38]. (3) The product is: [Cl:1][C:2]1[C:3]([OH:20])=[C:4]([N+:21]([O-:23])=[O:22])[C:5]([N:9]2[C:10](=[O:19])[C:11]3=[CH:18][CH:17]=[CH:16][CH:15]=[C:12]3[C:13]2=[O:14])=[C:6]([F:8])[CH:7]=1. Given the reactants [Cl:1][C:2]1[CH:7]=[C:6]([F:8])[C:5]([N:9]2[C:13](=[O:14])[C:12]3=[CH:15][CH:16]=[CH:17][CH:18]=[C:11]3[C:10]2=[O:19])=[CH:4][C:3]=1[OH:20].[N+:21]([O-])([OH:23])=[O:22], predict the reaction product. (4) Given the reactants Cl[C:2]1[C:3]2[C@H:10]([CH3:11])[CH2:9][CH2:8][C:4]=2[N:5]=[CH:6][N:7]=1.[Cl:12][C:13]1[CH:38]=[CH:37][C:16]([CH2:17][N:18]([CH2:27][CH2:28][NH:29][C:30](=[O:36])[O:31][C:32]([CH3:35])([CH3:34])[CH3:33])[C:19]([N:21]2[CH2:26][CH2:25][NH:24][CH2:23][CH2:22]2)=[O:20])=[CH:15][CH:14]=1.CCN(C(C)C)C(C)C, predict the reaction product. The product is: [Cl:12][C:13]1[CH:14]=[CH:15][C:16]([CH2:17][N:18]([CH2:27][CH2:28][NH:29][C:30](=[O:36])[O:31][C:32]([CH3:33])([CH3:34])[CH3:35])[C:19]([N:21]2[CH2:22][CH2:23][N:24]([C:2]3[C:3]4[C@H:10]([CH3:11])[CH2:9][CH2:8][C:4]=4[N:5]=[CH:6][N:7]=3)[CH2:25][CH2:26]2)=[O:20])=[CH:37][CH:38]=1. (5) The product is: [CH3:2][O:3][C:4]1[CH:10]=[CH:9][C:8]([C:14]2[O:22][C:21]([NH:23][C:24]3[CH:25]=[C:26]([C:30]4[N:31]=[C:32]5[N:36]([C:37]=4[C:38]4[CH:43]=[CH:42][N:41]=[C:40]([NH:44][C:45]6[CH:50]=[CH:49][C:48]([N:51]7[CH2:52][CH2:53][O:70][CH2:55][CH2:56]7)=[CH:47][CH:46]=6)[N:39]=4)[CH:35]=[CH:34][S:33]5)[CH:27]=[CH:28][CH:29]=3)=[N:12][CH:13]=2)=[CH:7][CH:5]=1. Given the reactants Cl[C:2]1[O:3][C:4]2[CH:10]=[CH:9][CH:8]=[CH:7][C:5]=2N=1.C[N:12]1CC[CH2:14][C:13]1=O.FC1C=CC=C(F)C=1[C:21]([NH:23][C:24]1[CH:29]=[CH:28][CH:27]=[C:26]([C:30]2[N:31]=[C:32]3[N:36]([C:37]=2[C:38]2[CH:43]=[CH:42][N:41]=[C:40]([NH:44][C:45]4[CH:50]=[CH:49][C:48]([N:51]5[CH2:56][CH2:55]N(CCCOC)[CH2:53][CH2:52]5)=[CH:47][CH:46]=4)[N:39]=2)[CH:35]=[CH:34][S:33]3)[CH:25]=1)=[O:22].CC([OH:70])C, predict the reaction product. (6) Given the reactants [CH3:1][S:2](Cl)(=[O:4])=[O:3].[CH3:6][N:7]1[C:11]([C:12]2[CH:17]=[CH:16][N:15]=[C:14]([NH:18][C:19]3[CH:24]=[CH:23][C:22]([NH2:25])=[CH:21][CH:20]=3)[N:13]=2)=[CH:10][N:9]=[C:8]1[CH3:26].N1C=CC=CC=1, predict the reaction product. The product is: [CH3:6][N:7]1[C:11]([C:12]2[CH:17]=[CH:16][N:15]=[C:14]([NH:18][C:19]3[CH:24]=[CH:23][C:22]([NH:25][S:2]([CH3:1])(=[O:4])=[O:3])=[CH:21][CH:20]=3)[N:13]=2)=[CH:10][N:9]=[C:8]1[CH3:26].